This data is from Forward reaction prediction with 1.9M reactions from USPTO patents (1976-2016). The task is: Predict the product of the given reaction. (1) Given the reactants [Cl:1][C:2]1[CH:3]=[C:4]2[C:9](=[CH:10][CH:11]=1)[N:8]=[C:7]([O:12][CH3:13])[C:6]([NH:14][C:15](=[O:19])OCC)=[N:5]2.[C:20]([C:23]1[CH:28]=[CH:27][C:26]([N:29]2[CH2:34][CH2:33][NH:32][CH2:31][CH2:30]2)=[CH:25][CH:24]=1)(=[O:22])[CH3:21], predict the reaction product. The product is: [Cl:1][C:2]1[CH:3]=[C:4]2[C:9](=[CH:10][CH:11]=1)[N:8]=[C:7]([O:12][CH3:13])[C:6]([NH:14][C:15]([N:32]1[CH2:31][CH2:30][N:29]([C:26]3[CH:25]=[CH:24][C:23]([C:20](=[O:22])[CH3:21])=[CH:28][CH:27]=3)[CH2:34][CH2:33]1)=[O:19])=[N:5]2. (2) Given the reactants [I:1][C:2]1[CH:3]=[C:4]([CH2:8][CH2:9][OH:10])[CH:5]=[CH:6][CH:7]=1.[C:11](OC(=O)C)(=[O:13])[CH3:12], predict the reaction product. The product is: [C:11]([O:10][CH2:9][CH2:8][C:4]1[CH:5]=[CH:6][CH:7]=[C:2]([I:1])[CH:3]=1)(=[O:13])[CH3:12]. (3) The product is: [Cl:18][C:15]1[CH:16]=[CH:17][C:12]([C@H:9]([NH:8][C:5]2[CH:6]=[N:7][C:2]([CH3:25])=[C:3]([CH:20]([O:23][CH3:24])[O:21][CH3:22])[CH:4]=2)[CH2:10][CH3:11])=[CH:13][C:14]=1[CH3:19]. Given the reactants Cl[C:2]1[N:7]=[CH:6][C:5]([NH:8][C@@H:9]([C:12]2[CH:17]=[CH:16][C:15]([Cl:18])=[C:14]([CH3:19])[CH:13]=2)[CH2:10][CH3:11])=[CH:4][C:3]=1[CH:20]([O:23][CH3:24])[O:21][CH3:22].[CH2:25](Cl)Cl.[Zn](C)C, predict the reaction product. (4) The product is: [F:1][C:2]1[CH:7]=[CH:6][C:5]([F:8])=[CH:4][C:3]=1[CH:9]([S:20]([C:23]1[CH:28]=[CH:27][C:26]([F:29])=[CH:25][CH:24]=1)(=[O:22])=[O:21])[C:10]1[C:11]([CH3:19])=[CH:12][C:13]([C:16]([NH:18][CH2:33][N:34]([CH3:30])[CH3:35])=[O:17])=[N:14][CH:15]=1. Given the reactants [F:1][C:2]1[CH:7]=[CH:6][C:5]([F:8])=[CH:4][C:3]=1[CH:9]([S:20]([C:23]1[CH:28]=[CH:27][C:26]([F:29])=[CH:25][CH:24]=1)(=[O:22])=[O:21])[C:10]1[C:11]([CH3:19])=[CH:12][C:13]([C:16]([NH2:18])=[O:17])=[N:14][CH:15]=1.[CH2:30]=O.Cl.[CH3:33][NH:34][CH3:35].O, predict the reaction product. (5) Given the reactants [F:1][C:2]1[CH:29]=[C:28]([N+:30]([O-])=O)[CH:27]=[CH:26][C:3]=1[O:4][C:5]1[CH:10]=[CH:9][N:8]=[C:7]2[CH:11]=[C:12]([C:14]3[N:15]=[N:16][N:17]([CH2:19][CH2:20][N:21]4[CH2:25][CH2:24][CH2:23][CH2:22]4)[CH:18]=3)[S:13][C:6]=12.[Cl-].[NH4+], predict the reaction product. The product is: [F:1][C:2]1[CH:29]=[C:28]([CH:27]=[CH:26][C:3]=1[O:4][C:5]1[CH:10]=[CH:9][N:8]=[C:7]2[CH:11]=[C:12]([C:14]3[N:15]=[N:16][N:17]([CH2:19][CH2:20][N:21]4[CH2:22][CH2:23][CH2:24][CH2:25]4)[CH:18]=3)[S:13][C:6]=12)[NH2:30]. (6) The product is: [CH3:18][N:19](/[CH:21]=[N:1]/[C:2]1[CH:3]=[CH:4][C:5]2[N:6]([CH:8]=[C:9]([C:11]([O:13][CH2:14][CH3:15])=[O:12])[N:10]=2)[C:7]=1[CH3:24])[CH3:20]. Given the reactants [NH2:1][C:2]1[CH:3]=[CH:4][C:5]2[N:6]([CH:8]=[C:9]([C:11]([O:13][CH2:14][CH3:15])=[O:12])[N:10]=2)[CH:7]=1.CO[CH:18](OC)[N:19]([CH3:21])[CH3:20].[CH3:24]CCCC, predict the reaction product. (7) Given the reactants [O:1]1[CH2:6][CH2:5][CH2:4][CH2:3][CH:2]1[O:7][CH2:8][CH2:9][OH:10].[H-].[Na+].Cl[C:14]1[C:19]([C:20]#[N:21])=[CH:18][N:17]=[C:16]([Cl:22])[CH:15]=1, predict the reaction product. The product is: [Cl:22][C:16]1[CH:15]=[C:14]([O:10][CH2:9][CH2:8][O:7][CH:2]2[CH2:3][CH2:4][CH2:5][CH2:6][O:1]2)[C:19]([C:20]#[N:21])=[CH:18][N:17]=1. (8) Given the reactants [H-].[Na+].[N:3]1[CH:8]=[CH:7][CH:6]=[C:5]([CH2:9][C:10]#[N:11])[CH:4]=1.Cl[CH2:13][CH2:14][N:15]([CH2:23][CH2:24]Cl)[C:16](=[O:22])[O:17][C:18]([CH3:21])([CH3:20])[CH3:19], predict the reaction product. The product is: [C:10]([C:9]1([C:5]2[CH:4]=[N:3][CH:8]=[CH:7][CH:6]=2)[CH2:24][CH2:23][N:15]([C:16]([O:17][C:18]([CH3:20])([CH3:19])[CH3:21])=[O:22])[CH2:14][CH2:13]1)#[N:11].